From a dataset of Catalyst prediction with 721,799 reactions and 888 catalyst types from USPTO. Predict which catalyst facilitates the given reaction. (1) Reactant: FC(F)(F)C(O)=O.C(OC([N:15]1[CH2:18][CH:17]([N:19]2[CH:23]=[C:22]([C:24]3[C:25]([O:39][C:40]4[CH:45]=[CH:44][C:43](F)=C(Cl)C=4)=[C:26]4[C:31](=[CH:32][CH:33]=3)[N:30]([C:34]([O:36][CH3:37])=[O:35])[C@@H:29]([CH3:38])[CH2:28][CH2:27]4)[CH:21]=[N:20]2)[CH2:16]1)=O)(C)(C)C. The catalyst class is: 4. Product: [NH:15]1[CH2:18][CH:17]([N:19]2[CH:23]=[C:22]([C:24]3[C:25]([O:39][CH:40]4[CH2:43][CH2:44][CH2:45]4)=[C:26]4[C:31](=[CH:32][CH:33]=3)[N:30]([C:34]([O:36][CH3:37])=[O:35])[C@@H:29]([CH3:38])[CH2:28][CH2:27]4)[CH:21]=[N:20]2)[CH2:16]1. (2) Reactant: [NH2:1][C:2]1[CH:9]=[CH:8][CH:7]=[CH:6][C:3]=1[CH2:4][NH2:5].[N:10]1[C:19]2[C:18](=O)[CH2:17][CH2:16][CH2:15][C:14]=2[CH:13]=[CH:12][CH:11]=1.[BH-](OC(C)=O)(OC(C)=O)OC(C)=O.[Na+]. Product: [N:10]1[C:19]2[CH:18]([NH:5][CH2:4][C:3]3[CH:6]=[CH:7][CH:8]=[CH:9][C:2]=3[NH2:1])[CH2:17][CH2:16][CH2:15][C:14]=2[CH:13]=[CH:12][CH:11]=1. The catalyst class is: 2. (3) Reactant: [OH:1][C@:2]([C:25]1[N:29]=[C:28]([CH3:30])[O:27][N:26]=1)([CH3:24])[C:3]#[C:4][C:5]1[CH:6]=[C:7]([N:11]2[C:19]3[C:14](=[CH:15][CH:16]=[CH:17][CH:18]=3)[C:13]([C:20]([O:22]C)=O)=[N:12]2)[CH:8]=[CH:9][CH:10]=1.[NH3:31]. Product: [OH:1][C@:2]([C:25]1[N:29]=[C:28]([CH3:30])[O:27][N:26]=1)([CH3:24])[C:3]#[C:4][C:5]1[CH:6]=[C:7]([N:11]2[C:19]3[C:14](=[CH:15][CH:16]=[CH:17][CH:18]=3)[C:13]([C:20]([NH2:31])=[O:22])=[N:12]2)[CH:8]=[CH:9][CH:10]=1. The catalyst class is: 5. (4) Reactant: [CH3:1][O:2][C:3]1[CH:4]=[C:5]2[C:10](=[CH:11][CH:12]=1)[C:9]([C:13](=[O:29])[C:14]1[CH:19]=[CH:18][C:17]([O:20][CH2:21][CH2:22][N:23]3[CH2:28][CH2:27][CH2:26][CH2:25][CH2:24]3)=[CH:16][CH:15]=1)=[C:8](OS(C(F)(F)F)(=O)=O)[CH:7]=[CH:6]2.[F:38][C:39]1[CH:44]=[C:43]([F:45])[CH:42]=[C:41]([F:46])[C:40]=1B(O)O.P([O-])([O-])([O-])=O.[K+].[K+].[K+]. Product: [CH3:1][O:2][C:3]1[CH:4]=[C:5]2[C:10](=[CH:11][CH:12]=1)[C:9]([C:13]([C:14]1[CH:19]=[CH:18][C:17]([O:20][CH2:21][CH2:22][N:23]3[CH2:24][CH2:25][CH2:26][CH2:27][CH2:28]3)=[CH:16][CH:15]=1)=[O:29])=[C:8]([C:40]1[C:39]([F:38])=[CH:44][C:43]([F:45])=[CH:42][C:41]=1[F:46])[CH:7]=[CH:6]2. The catalyst class is: 128. (5) Reactant: [H-].[Na+].[NH:3]1[CH:7]=[C:6]([C:8]([O:10][CH3:11])=[O:9])[N:5]=[CH:4]1.Cl[CH2:13][O:14][CH2:15][CH2:16][Si:17]([CH3:20])([CH3:19])[CH3:18]. Product: [CH3:18][Si:17]([CH3:20])([CH3:19])[CH2:16][CH2:15][O:14][CH2:13][N:3]1[CH:7]=[C:6]([C:8]([O:10][CH3:11])=[O:9])[N:5]=[CH:4]1. The catalyst class is: 3. (6) Reactant: Cl[C:2]1[CH:7]=[C:6]([NH:8][C:9]2[CH:18]=[CH:17][C:16]([F:19])=[CH:15][C:10]=2[C:11]([NH:13][CH3:14])=[O:12])[C:5]([Cl:20])=[CH:4][N:3]=1.[CH:21]([N:24]1[C:28]([NH2:29])=[CH:27][C:26]([CH3:30])=[N:25]1)([CH3:23])[CH3:22].C(=O)([O-])[O-].[Cs+].[Cs+].CC1(C)C2C(=C(P(C3C=CC=CC=3)C3C=CC=CC=3)C=CC=2)OC2C(P(C3C=CC=CC=3)C3C=CC=CC=3)=CC=CC1=2. Product: [Cl:20][C:5]1[C:6]([NH:8][C:9]2[CH:18]=[CH:17][C:16]([F:19])=[CH:15][C:10]=2[C:11]([NH:13][CH3:14])=[O:12])=[CH:7][C:2]([NH:29][C:28]2[N:24]([CH:21]([CH3:23])[CH3:22])[N:25]=[C:26]([CH3:30])[CH:27]=2)=[N:3][CH:4]=1. The catalyst class is: 231.